This data is from Peptide-MHC class II binding affinity with 134,281 pairs from IEDB. The task is: Regression. Given a peptide amino acid sequence and an MHC pseudo amino acid sequence, predict their binding affinity value. This is MHC class II binding data. (1) The peptide sequence is PKGGAESSSKAALTS. The MHC is HLA-DPA10103-DPB10201 with pseudo-sequence HLA-DPA10103-DPB10201. The binding affinity (normalized) is 0.172. (2) The peptide sequence is VISDTQGSFRLKGVM. The MHC is DRB1_0101 with pseudo-sequence DRB1_0101. The binding affinity (normalized) is 0.499. (3) The MHC is DRB3_0101 with pseudo-sequence DRB3_0101. The binding affinity (normalized) is 0.406. The peptide sequence is TLEVHAVKPAAEEVK. (4) The peptide sequence is LIFILLTAVAPSMTM. The MHC is DRB1_0802 with pseudo-sequence DRB1_0802. The binding affinity (normalized) is 0.836. (5) The peptide sequence is SGFLGPLLVLQAGFFLLTR. The MHC is HLA-DQA10501-DQB10301 with pseudo-sequence HLA-DQA10501-DQB10301. The binding affinity (normalized) is 0.655. (6) The peptide sequence is FQKTILKATTALKDV. The MHC is DRB1_0901 with pseudo-sequence DRB1_0901. The binding affinity (normalized) is 0.172. (7) The peptide sequence is KPTAAGPKDNGGACG. The MHC is HLA-DPA10103-DPB10401 with pseudo-sequence HLA-DPA10103-DPB10401. The binding affinity (normalized) is 0.101. (8) The peptide sequence is ILQLLKDFLELLRYL. The MHC is DRB3_0202 with pseudo-sequence DRB3_0202. The binding affinity (normalized) is 0. (9) The peptide sequence is CVANGVGIEIVTKIS. The MHC is DRB1_0101 with pseudo-sequence DRB1_0101. The binding affinity (normalized) is 0.504.